From a dataset of Full USPTO retrosynthesis dataset with 1.9M reactions from patents (1976-2016). Predict the reactants needed to synthesize the given product. (1) Given the product [C:1]([C:3]1[CH:4]=[C:5]([CH:9]([C:22](=[O:21])[CH3:23])[C:10]([O:12][CH3:13])=[O:11])[CH:6]=[CH:7][CH:8]=1)#[N:2], predict the reactants needed to synthesize it. The reactants are: [C:1]([C:3]1[CH:4]=[C:5]([CH2:9][C:10]([O:12][CH3:13])=[O:11])[CH:6]=[CH:7][CH:8]=1)#[N:2].CCCCCCC.[O:21]1CC[CH2:23][CH2:22]1.C(C1C=CC=CC=1)C.C([N-]C(C)C)(C)C.[Li+].C(Cl)(=O)C.[Cl-].[NH4+]. (2) Given the product [Cl:1][C:2]1[CH:7]=[CH:6][CH:5]=[C:4]([Cl:8])[C:3]=1[C:9]1[S:10][CH:11]=[C:12]([CH:14]=[O:15])[N:13]=1, predict the reactants needed to synthesize it. The reactants are: [Cl:1][C:2]1[CH:7]=[CH:6][CH:5]=[C:4]([Cl:8])[C:3]=1[C:9]1[S:10][CH:11]=[C:12]([CH2:14][OH:15])[N:13]=1.I(C1C=CC=CC=1C(O)=O)(=O)=O.